Dataset: Human intestinal absorption (HIA) binary classification data from Hou et al.. Task: Regression/Classification. Given a drug SMILES string, predict its absorption, distribution, metabolism, or excretion properties. Task type varies by dataset: regression for continuous measurements (e.g., permeability, clearance, half-life) or binary classification for categorical outcomes (e.g., BBB penetration, CYP inhibition). Dataset: hia_hou. (1) The molecule is CN(C)CCOC1=Cc2ccccc2Sc2ccc(Cl)cc21. The result is 1 (good absorption). (2) The drug is Cc1ccc(C)c(OCCCC(C)(C)C(=O)O)c1. The result is 1 (good absorption).